From a dataset of Catalyst prediction with 721,799 reactions and 888 catalyst types from USPTO. Predict which catalyst facilitates the given reaction. Reactant: [CH3:1][C:2]1[CH:3]=[CH:4][C:5]([S:9][C:10]2[CH:11]=[CH:12][CH:13]=[CH:14][C:15]=2[N:16]2[CH2:21][CH2:20][NH:19][CH2:18][CH2:17]2)=[C:6]([CH3:8])[CH:7]=1.[C:22]1([CH3:32])[CH:27]=[CH:26][C:25]([S:28]([OH:31])(=[O:30])=[O:29])=[CH:24][CH:23]=1. Product: [CH3:1][C:2]1[CH:3]=[CH:4][C:5]([S:9][C:10]2[CH:11]=[CH:12][CH:13]=[CH:14][C:15]=2[N:16]2[CH2:17][CH2:18][NH:19][CH2:20][CH2:21]2)=[C:6]([CH3:8])[CH:7]=1.[CH3:32][C:22]1[CH:27]=[CH:26][C:25]([S:28]([OH:31])(=[O:30])=[O:29])=[CH:24][CH:23]=1. The catalyst class is: 282.